Dataset: Reaction yield outcomes from USPTO patents with 853,638 reactions. Task: Predict the reaction yield, written as a fraction of the theoretical maximum amount of product (1.0 means a 100% yield; for example, 0.34 means a 34% yield). (1) The reactants are Br[C:2]([CH3:9])([CH3:8])[C:3]([O:5][CH2:6][CH3:7])=[O:4].C(N(C(C)C)CC)(C)C.[CH:19]1([C:22]2[C:31]3[C:26](=[CH:27][CH:28]=[CH:29][CH:30]=3)[C:25]([N:32]3[C:36]([C:37]([F:40])([F:39])[F:38])=[N:35][N:34]=[C:33]3[SH:41])=[CH:24][CH:23]=2)[CH2:21][CH2:20]1. The catalyst is CN(C=O)C. The product is [CH:19]1([C:22]2[C:31]3[C:26](=[CH:27][CH:28]=[CH:29][CH:30]=3)[C:25]([N:32]3[C:36]([C:37]([F:38])([F:40])[F:39])=[N:35][N:34]=[C:33]3[S:41][C:2]([CH3:9])([CH3:8])[C:3]([O:5][CH2:6][CH3:7])=[O:4])=[CH:24][CH:23]=2)[CH2:20][CH2:21]1. The yield is 0.370. (2) The reactants are Cl[C:2]1[C:7]([C:8]([O:10][CH2:11][CH3:12])=[S:9])=[CH:6][N:5]=[C:4]([CH3:13])[N:3]=1.[CH3:14][NH2:15].O. The catalyst is ClCCl.C(O)C. The product is [CH3:14][NH:15][C:2]1[C:7]([C:8]([O:10][CH2:11][CH3:12])=[S:9])=[CH:6][N:5]=[C:4]([CH3:13])[N:3]=1. The yield is 0.970. (3) The reactants are [N+:1]([C:4]1[CH:9]=[CH:8][C:7]([C:10]([P:13](=[O:20])([O:17][CH2:18][CH3:19])[O:14][CH2:15][CH3:16])([CH3:12])[CH3:11])=[CH:6][CH:5]=1)([O-])=O. The catalyst is CO.[Pd]. The product is [NH2:1][C:4]1[CH:5]=[CH:6][C:7]([C:10]([P:13](=[O:20])([O:14][CH2:15][CH3:16])[O:17][CH2:18][CH3:19])([CH3:12])[CH3:11])=[CH:8][CH:9]=1. The yield is 0.990. (4) The reactants are [C:1]([O-:4])([O-])=O.[K+].[K+].[CH:7]1[CH:12]=[CH:11][C:10]([CH2:13]Br)=[CH:9][CH:8]=1.[CH3:15][N:16]([CH:18]=O)C. No catalyst specified. The product is [CH2:13]([N:16]1[CH2:18][CH2:13][C:10](=[CH2:9])[CH2:11][C@H:15]1[CH2:1][OH:4])[C:10]1[CH:11]=[CH:12][CH:7]=[CH:8][CH:9]=1. The yield is 0.920.